Predict the reaction yield, written as a fraction of the theoretical maximum amount of product (1.0 means a 100% yield; for example, 0.34 means a 34% yield). From a dataset of Reaction yield outcomes from USPTO patents with 853,638 reactions. The reactants are [F:1][C:2]([F:28])([F:27])[C:3]1[CH:26]=[CH:25][C:6]2[N:7](COCC[Si](C)(C)C)[C:8]([CH2:10][CH:11]3[CH2:14][CH:13](C=O)C3)=[N:9][C:5]=2[CH:4]=1.CC1(C)[O:34][C@@H:33]2[C@@H:35]([CH2:48][NH:49][CH:50]([CH3:52])[CH3:51])[CH2:36][C@@H:37]([N:38]3[C:42]4[N:43]=[CH:44][N:45]=[C:46]([NH2:47])[C:41]=4[CH:40]=[CH:39]3)[C@@H:32]2[O:31]1.[O-]S([O-])(=O)=O.[Mg+2].C([O-])(O)=O.[Na+]. The catalyst is ClCCCl.[Cl-].[Na+].O. The product is [NH2:47][C:46]1[C:41]2[CH:40]=[CH:39][N:38]([C@@H:37]3[CH2:36][C@H:35]([CH2:48][N:49]([CH:50]([CH3:51])[CH3:52])[CH2:13][CH2:14][CH2:11][CH2:10][C:8]4[NH:7][C:6]5[CH:25]=[CH:26][C:3]([C:2]([F:1])([F:27])[F:28])=[CH:4][C:5]=5[N:9]=4)[C@@H:33]([OH:34])[C@H:32]3[OH:31])[C:42]=2[N:43]=[CH:44][N:45]=1. The yield is 0.470.